From a dataset of Forward reaction prediction with 1.9M reactions from USPTO patents (1976-2016). Predict the product of the given reaction. (1) The product is: [O:15]=[C:6]1[C@@H:5]2[CH2:16][N:17]([C:19]([O:21][C:22]([CH3:25])([CH3:24])[CH3:23])=[O:20])[CH2:18][C@H:4]2[C:3]2[C:8]3=[C:9]([CH2:12][CH2:13][CH2:14][N:7]13)[CH:10]=[CH:11][CH:2]=2. Given the reactants Cl.[CH:2]1[CH:11]=[CH:10][C:9]2[CH2:12][CH2:13][CH2:14][N:7]3[C:8]=2[C:3]=1[C@@H:4]1[CH2:18][NH:17][CH2:16][C@H:5]1[C:6]3=[O:15].[C:19](O[C:19]([O:21][C:22]([CH3:25])([CH3:24])[CH3:23])=[O:20])([O:21][C:22]([CH3:25])([CH3:24])[CH3:23])=[O:20].C(N(CC)CC)C, predict the reaction product. (2) Given the reactants [N:1]1[C:9]2[C:4](=[N:5][CH:6]=[CH:7][CH:8]=2)[N:3]([C:10]2[CH:15]=[CH:14][C:13]([CH2:16][C:17]([OH:19])=O)=[CH:12][CH:11]=2)[CH:2]=1.[C:20]([C:24]1[CH:25]=[C:26]([NH2:43])[N:27]([C:29]2[CH:34]=[CH:33][CH:32]=[C:31]([CH2:35][N:36]3[CH2:41][CH2:40][N:39]([CH3:42])[CH2:38][CH2:37]3)[CH:30]=2)[N:28]=1)([CH3:23])([CH3:22])[CH3:21], predict the reaction product. The product is: [C:20]([C:24]1[CH:25]=[C:26]([NH:43][C:17](=[O:19])[CH2:16][C:13]2[CH:12]=[CH:11][C:10]([N:3]3[C:4]4=[N:5][CH:6]=[CH:7][CH:8]=[C:9]4[N:1]=[CH:2]3)=[CH:15][CH:14]=2)[N:27]([C:29]2[CH:34]=[CH:33][CH:32]=[C:31]([CH2:35][N:36]3[CH2:37][CH2:38][N:39]([CH3:42])[CH2:40][CH2:41]3)[CH:30]=2)[N:28]=1)([CH3:23])([CH3:21])[CH3:22]. (3) Given the reactants [CH3:1][Mg]Br.Cl[C:5]1[N:6]=[N:7][C:8]([CH3:27])=[C:9]([C:19]2[CH:24]=[CH:23][C:22]([S:25][CH3:26])=[CH:21][N:20]=2)[C:10]=1[C:11]1[C:16]([Cl:17])=[CH:15][C:14]([Cl:18])=[CH:13][N:12]=1, predict the reaction product. The product is: [Cl:17][C:16]1[C:11]([C:10]2[C:9]([C:19]3[CH:24]=[CH:23][C:22]([S:25][CH3:26])=[CH:21][N:20]=3)=[C:8]([CH3:27])[N:7]=[N:6][C:5]=2[CH3:1])=[N:12][CH:13]=[C:14]([Cl:18])[CH:15]=1. (4) Given the reactants [CH2:1]([NH2:5])[CH:2]([CH3:4])[CH3:3].[O:6]1[C:8]([CH3:10])([CH3:9])[CH2:7]1, predict the reaction product. The product is: [CH2:1]([NH:5][CH2:7][C:8]([CH3:10])([CH3:9])[OH:6])[CH:2]([CH3:4])[CH3:3]. (5) The product is: [N:43]1([CH2:26][C:27]2[N:31]3[N:1]=[CH:33][CH:34]=[CH:35][C:30]3=[N:29][C:28]=2[C:36]2[CH:37]=[CH:38][C:39]([Cl:42])=[CH:40][CH:41]=2)[CH:47]=[N:46][CH:45]=[N:44]1. Given the reactants [N:1]1(CC2N3C=C(C)C=CC3=NC=2C2C=CC(C)=CC=2)C=CN=C1.Cl.Cl[CH2:26][C:27]1[N:31]2C=[CH:33][CH:34]=[CH:35][C:30]2=[N:29][C:28]=1[C:36]1[CH:41]=[CH:40][C:39]([Cl:42])=[CH:38][CH:37]=1.[NH:43]1[CH:47]=[N:46][CH:45]=[N:44]1, predict the reaction product. (6) Given the reactants Cl.Cl.NC1CCN(C[C@H]2N3C4N(C(=O)C=CC=4C=CC3=O)C2)CC1.[S:25]1[CH2:30][CH2:29][NH:28][C:27]2[N:31]=[C:32]([CH:35]=[O:36])[CH:33]=[CH:34][C:26]1=2.Cl.O1C2C=C(CNC3CCN(CC4N5C6N(C(=O)C=CC=6C=CC5=O)C4)CC3)N=CC=2OCC1.O=C1CSC2C=CC(C=O)=NC=2N1.[H-].[H-].[H-].[H-].[Li+].[Al+3], predict the reaction product. The product is: [S:25]1[CH2:30][CH2:29][NH:28][C:27]2[N:31]=[C:32]([CH2:35][OH:36])[CH:33]=[CH:34][C:26]1=2. (7) Given the reactants [CH:1]12[CH2:8][CH2:7][CH:4]([CH:5]=[CH:6]1)[CH2:3][CH:2]2[C:9]1([CH3:17])[N:13]([CH3:14])[C:12](=[O:15])[NH:11][C:10]1=[O:16].Br[CH2:19][C:20]([C:22]1[CH:27]=[CH:26][CH:25]=[C:24]([OH:28])[CH:23]=1)=[O:21], predict the reaction product. The product is: [C@H:1]12[CH2:8][CH2:7][C@H:4]([CH:5]=[CH:6]1)[CH2:3][CH:2]2[C:9]1([CH3:17])[N:13]([CH3:14])[C:12](=[O:15])[N:11]([CH2:19][C:20]([C:22]2[CH:27]=[CH:26][CH:25]=[C:24]([OH:28])[CH:23]=2)=[O:21])[C:10]1=[O:16].